From a dataset of Reaction yield outcomes from USPTO patents with 853,638 reactions. Predict the reaction yield, written as a fraction of the theoretical maximum amount of product (1.0 means a 100% yield; for example, 0.34 means a 34% yield). (1) The reactants are C([N:8](CC1C=CC=CC=1)[CH:9]1[C:15]2([CH2:20][CH2:19][O:18][CH2:17][CH2:16]2)[O:14][C:13]2[C:21]([F:26])=[C:22]([F:25])[CH:23]=[CH:24][C:12]=2[NH:11][C:10]1=[O:27])C1C=CC=CC=1. The catalyst is [OH-].[OH-].[Pd+2].CO. The product is [NH2:8][CH:9]1[C:15]2([CH2:16][CH2:17][O:18][CH2:19][CH2:20]2)[O:14][C:13]2[C:21]([F:26])=[C:22]([F:25])[CH:23]=[CH:24][C:12]=2[NH:11][C:10]1=[O:27]. The yield is 0.980. (2) The reactants are [C:1]12([NH2:11])[CH2:10][CH:5]3[CH2:6][CH:7]([CH2:9][CH:3]([CH2:4]3)[CH2:2]1)[CH2:8]2.[OH:12][C:13]1[CH:14]=[C:15]([CH:18]=[CH:19][C:20]=1[OH:21])[CH:16]=O. No catalyst specified. The product is [C:1]12([NH:11][CH2:16][C:15]3[CH:14]=[C:13]([OH:12])[C:20]([OH:21])=[CH:19][CH:18]=3)[CH2:8][CH:7]3[CH2:6][CH:5]([CH2:4][CH:3]([CH2:9]3)[CH2:2]1)[CH2:10]2. The yield is 0.820.